This data is from Reaction yield outcomes from USPTO patents with 853,638 reactions. The task is: Predict the reaction yield, written as a fraction of the theoretical maximum amount of product (1.0 means a 100% yield; for example, 0.34 means a 34% yield). (1) The reactants are Cl[CH2:2][CH2:3][CH2:4][CH2:5][CH2:6][C:7]1([C:10]([O:12][C:13]([CH3:16])([CH3:15])[CH3:14])=[O:11])[CH2:9][CH2:8]1.[Na+].[I-:18]. The catalyst is CC(=O)CC.CCCCCCC. The product is [I:18][CH2:2][CH2:3][CH2:4][CH2:5][CH2:6][C:7]1([C:10]([O:12][C:13]([CH3:16])([CH3:15])[CH3:14])=[O:11])[CH2:9][CH2:8]1. The yield is 0.990. (2) The reactants are [NH2:1][C:2]1[C:3]([CH3:13])=[C:4]([CH:9]=[C:10]([Br:12])[CH:11]=1)[C:5]([O:7][CH3:8])=[O:6].[CH:14](=O)[CH3:15].C(O)(=O)C.C(O[BH-](OC(=O)C)OC(=O)C)(=O)C.[Na+]. The catalyst is ClC(Cl)C.ClCCl. The product is [Br:12][C:10]1[CH:11]=[C:2]([NH:1][CH2:14][CH3:15])[C:3]([CH3:13])=[C:4]([CH:9]=1)[C:5]([O:7][CH3:8])=[O:6]. The yield is 0.550. (3) The reactants are [CH2:1]([N:3]1[CH2:8][C:7]([CH3:10])([CH3:9])[O:6][C:5](=[O:11])[CH:4]1[CH2:12][C:13]([OH:15])=O)[CH3:2].[CH:16]([N:19](C(C)C)[CH2:20][CH3:21])(C)[CH3:17].CN(C(ON1N=NC2C=CC=NC1=2)=[N+](C)C)C.F[P-](F)(F)(F)(F)F.C(NCC)C. The catalyst is CN(C=O)C. The product is [CH2:16]([N:19]([CH2:20][CH3:21])[C:13](=[O:15])[CH2:12][CH:4]1[C:5](=[O:11])[O:6][C:7]([CH3:9])([CH3:10])[CH2:8][N:3]1[CH2:1][CH3:2])[CH3:17]. The yield is 0.640. (4) The reactants are [C:1]([O:5][C:6]([N:8]1[CH2:12][CH2:11][CH2:10][CH:9]1[C:13]1[NH:14][C:15]([C:18]2[CH:27]=[CH:26][C:25]3[C:20](=[CH:21][CH:22]=[C:23](Br)[CH:24]=3)[CH:19]=2)=[CH:16][N:17]=1)=[O:7])([CH3:4])([CH3:3])[CH3:2].[CH3:29][O:30][C:31](=[O:66])[NH:32][CH:33]([C:37]([N:39]1[CH:44]([C:45]2[NH:46][C:47]([C:50]3[CH:55]=[CH:54][C:53](B4OC(C)(C)C(C)(C)O4)=[CH:52][CH:51]=3)=[CH:48][N:49]=2)[CH:43]2[CH2:65][CH:40]1[CH2:41][CH2:42]2)=[O:38])[CH:34]([CH3:36])[CH3:35]. No catalyst specified. The product is [C:1]([O:5][C:6]([N:8]1[CH2:12][CH2:11][CH2:10][CH:9]1[C:13]1[NH:14][C:15]([C:18]2[CH:27]=[CH:26][C:25]3[C:20](=[CH:21][CH:22]=[C:23]([C:53]4[CH:52]=[CH:51][C:50]([C:47]5[NH:46][C:45]([CH:44]6[CH:43]7[CH2:65][CH:40]([CH2:41][CH2:42]7)[N:39]6[C:37](=[O:38])[CH:33]([NH:32][C:31]([O:30][CH3:29])=[O:66])[CH:34]([CH3:36])[CH3:35])=[N:49][CH:48]=5)=[CH:55][CH:54]=4)[CH:24]=3)[CH:19]=2)=[CH:16][N:17]=1)=[O:7])([CH3:4])([CH3:3])[CH3:2]. The yield is 0.710. (5) The catalyst is CO.[OH-].[OH-].[Pd+2]. The product is [CH3:19][O:18][C:15]1[CH:16]=[CH:17][C:12]([CH2:11][C@H:10]([NH:20][C:21](=[O:35])[C@@H:22]([NH:24][C:25](=[O:34])[CH2:26][CH2:27][C:28]2[N:29]([CH3:33])[N:30]=[CH:31][CH:32]=2)[CH3:23])[C:9]([OH:36])=[O:8])=[CH:13][CH:14]=1. The yield is 0.950. The reactants are C([O:8][C:9](=[O:36])[C@@H:10]([NH:20][C:21](=[O:35])[C@@H:22]([NH:24][C:25](=[O:34])[CH2:26][CH2:27][C:28]1[N:29]([CH3:33])[N:30]=[CH:31][CH:32]=1)[CH3:23])[CH2:11][C:12]1[CH:17]=[CH:16][C:15]([O:18][CH3:19])=[CH:14][CH:13]=1)C1C=CC=CC=1. (6) The reactants are [CH3:1]/[CH:2]=[CH:3]/[C:4]([CH:6]1[C:11]([CH3:13])([CH3:12])[CH2:10][CH:9]=[CH:8][CH:7]1[CH3:14])=[O:5].[C:15]([O-:19])(=[O:18])[CH2:16][SH:17].[NH4+:20]. The catalyst is O. The product is [O:5]=[C:4]([CH:6]1[C:11]([CH3:12])([CH3:13])[CH2:10][CH:9]=[CH:8][CH:7]1[CH3:14])[CH2:3][CH:2]([S:17][CH2:16][C:15]([O-:19])=[O:18])[CH3:1].[NH4+:20]. The yield is 0.970.